This data is from Full USPTO retrosynthesis dataset with 1.9M reactions from patents (1976-2016). The task is: Predict the reactants needed to synthesize the given product. The reactants are: [CH3:1][O:2][C:3]([C:5]1[CH:15]=[C:14]([OH:16])[C:8]2[O:9][C:10]([F:13])([F:12])[O:11][C:7]=2[CH:6]=1)=[O:4].Br[CH2:18][CH2:19][C:20]1[CH:25]=[CH:24][CH:23]=[C:22]([CH3:26])[CH:21]=1.C([O-])([O-])=O.[K+].[K+].CN(C=O)C. Given the product [CH3:1][O:2][C:3]([C:5]1[CH:15]=[C:14]([O:16][CH2:18][CH2:19][C:20]2[CH:21]=[C:22]([CH3:26])[CH:23]=[CH:24][CH:25]=2)[C:8]2[O:9][C:10]([F:13])([F:12])[O:11][C:7]=2[CH:6]=1)=[O:4], predict the reactants needed to synthesize it.